Dataset: Full USPTO retrosynthesis dataset with 1.9M reactions from patents (1976-2016). Task: Predict the reactants needed to synthesize the given product. (1) Given the product [F:20][C:21]1[C:29]([F:30])=[CH:28][C:24]([C:25]([N:4]2[CH2:5][CH2:6][CH2:7][C@@H:2]([CH3:1])[C@H:3]2[CH2:8][N:9]2[C:17](=[O:18])[C:16]3[C:11](=[CH:12][CH:13]=[CH:14][CH:15]=3)[C:10]2=[O:19])=[O:26])=[C:23]([I:31])[CH:22]=1, predict the reactants needed to synthesize it. The reactants are: [CH3:1][C@@H:2]1[CH2:7][CH2:6][CH2:5][NH:4][C@@H:3]1[CH2:8][N:9]1[C:17](=[O:18])[C:16]2[C:11](=[CH:12][CH:13]=[CH:14][CH:15]=2)[C:10]1=[O:19].[F:20][C:21]1[C:29]([F:30])=[CH:28][C:24]([C:25](O)=[O:26])=[C:23]([I:31])[CH:22]=1.C(N(C(C)C)CC)(C)C.CN(C(ON1N=NC2C=CC=NC1=2)=[N+](C)C)C.F[P-](F)(F)(F)(F)F. (2) Given the product [OH:4][C@@H:5]1[C@@H:13]([C@@H:14]([OH:19])[C:15]([F:16])([F:18])[F:17])[O:12][C@H:11]2[C@H:7]([N:8]=[C:9]([N:20]([CH2:28][CH3:29])[C:21](=[O:27])[O:22][C:23]([CH3:25])([CH3:26])[CH3:24])[S:10]2)[C@H:6]1[OH:30], predict the reactants needed to synthesize it. The reactants are: C([O:4][C@@H:5]1[C@@H:13]([C@@H:14]([OH:19])[C:15]([F:18])([F:17])[F:16])[O:12][C@H:11]2[C@H:7]([N:8]=[C:9]([N:20]([CH2:28][CH3:29])[C:21](=[O:27])[O:22][C:23]([CH3:26])([CH3:25])[CH3:24])[S:10]2)[C@H:6]1[O:30]CC=C)C=C.CCN(CC)CC.C(O)=O. (3) Given the product [Cl:17]/[C:7](=[N:6]\[NH:5][CH2:4][C:3]1[CH:13]=[CH:14][CH:15]=[CH:16][C:2]=1[F:1])/[C:8]([O:10][CH2:11][CH3:12])=[O:9], predict the reactants needed to synthesize it. The reactants are: [F:1][C:2]1[CH:16]=[CH:15][CH:14]=[CH:13][C:3]=1[CH2:4][NH:5]/[N:6]=[CH:7]/[C:8]([O:10][CH2:11][CH3:12])=[O:9].[Cl:17]N1C(=O)CCC1=O. (4) Given the product [O:20]1[C:2]2([CH2:6][CH2:5][N:4]([S:7]([C:10]3[CH:17]=[CH:16][C:13]([C:14]#[N:15])=[CH:12][CH:11]=3)(=[O:9])=[O:8])[CH2:3]2)[O:1][CH2:18][CH2:19]1, predict the reactants needed to synthesize it. The reactants are: [O:1]=[C:2]1[CH2:6][CH2:5][N:4]([S:7]([C:10]2[CH:17]=[CH:16][C:13]([C:14]#[N:15])=[CH:12][CH:11]=2)(=[O:9])=[O:8])[CH2:3]1.[CH2:18](O)[CH2:19][OH:20]. (5) Given the product [CH3:1][C:2]1([CH3:12])[CH2:8][C:7]([CH2:10][NH2:11])([CH3:9])[CH2:6][CH:4]([NH2:13])[CH2:3]1, predict the reactants needed to synthesize it. The reactants are: [CH3:1][C:2]1([CH3:12])[CH2:8][C:7]([C:10]#[N:11])([CH3:9])[CH2:6][C:4](=O)[CH2:3]1.[NH3:13].[H][H]. (6) Given the product [Cl:26][C:2]1[C:11]2[C:6](=[CH:7][CH:8]=[C:9]([N:12]3[CH2:17][CH2:16][N:15]([CH3:18])[CH2:14][CH2:13]3)[CH:10]=2)[N:5]=[CH:4][C:3]=1[C:19]([O:21][CH2:22][CH3:23])=[O:20], predict the reactants needed to synthesize it. The reactants are: O[C:2]1[C:11]2[C:6](=[CH:7][CH:8]=[C:9]([N:12]3[CH2:17][CH2:16][N:15]([CH3:18])[CH2:14][CH2:13]3)[CH:10]=2)[N:5]=[CH:4][C:3]=1[C:19]([O:21][CH2:22][CH3:23])=[O:20].P(Cl)(Cl)([Cl:26])=O.